Dataset: Reaction yield outcomes from USPTO patents with 853,638 reactions. Task: Predict the reaction yield, written as a fraction of the theoretical maximum amount of product (1.0 means a 100% yield; for example, 0.34 means a 34% yield). (1) The reactants are [CH2:1]([O:3][C:4]1[CH:5]=[C:6]([C:27](O)=[O:28])[C:7]2[NH:11][C:10]([NH:12][C:13]([C:15]3[N:16]=[CH:17][C:18]4[C:23]([CH:24]=3)=[CH:22][CH:21]=[CH:20][CH:19]=4)=[O:14])=[N:9][C:8]=2[C:25]=1[F:26])[CH3:2].CN(C(ON1N=NC2C=CC=CC1=2)=[N+](C)C)C.F[P-](F)(F)(F)(F)F.CCN(C(C)C)C(C)C.S(O)(O)(=O)=O.[NH2:68][C:69]1[NH:70][CH:71]=[CH:72][N:73]=1. The catalyst is CN(C=O)C.[Cl-].[Na+].O. The product is [CH2:1]([O:3][C:4]1[CH:5]=[C:6]([C:27](=[O:28])[NH:68][C:69]2[NH:70][CH:71]=[CH:72][N:73]=2)[C:7]2[NH:11][C:10]([NH:12][C:13]([C:15]3[N:16]=[CH:17][C:18]4[C:23]([CH:24]=3)=[CH:22][CH:21]=[CH:20][CH:19]=4)=[O:14])=[N:9][C:8]=2[C:25]=1[F:26])[CH3:2]. The yield is 0.460. (2) No catalyst specified. The product is [Br:1][C:2]1[CH:7]=[CH:6][C:5]([S:8]([O:10][CH2:27][CH:26]([CH3:29])[CH3:28])(=[O:15])=[O:9])=[CH:4][CH:3]=1. The yield is 0.870. The reactants are [Br:1][C:2]1[CH:7]=[CH:6][C:5]([S:8](Cl)(=[O:10])=[O:9])=[CH:4][CH:3]=1.CC([OH:15])C.N1C=CC=CC=1.C(O)(=O)C.[C:26](OC)([CH3:29])([CH3:28])[CH3:27]. (3) The reactants are Cl[C:2]1[CH:7]=[C:6]([O:8][C:9]2[CH:14]=[CH:13][C:12]([N+:15]([O-:17])=[O:16])=[CH:11][CH:10]=2)[N:5]=[CH:4][N:3]=1.[NH3:18].C(O)C.C(OCC)(=O)C.O. The catalyst is CCCCCC. The product is [N+:15]([C:12]1[CH:13]=[CH:14][C:9]([O:8][C:6]2[N:5]=[CH:4][N:3]=[C:2]([NH2:18])[CH:7]=2)=[CH:10][CH:11]=1)([O-:17])=[O:16]. The yield is 0.330. (4) The reactants are [CH2:1]([O:3][C:4]1[CH:23]=[CH:22][CH:21]=[CH:20][C:5]=1[O:6][C@@H:7]1[CH2:12][CH2:11][CH2:10][N:9](C(OC(C)(C)C)=O)[CH2:8]1)[CH3:2].FC(F)(F)C(O)=O. The yield is 0.890. The product is [CH2:1]([O:3][C:4]1[CH:23]=[CH:22][CH:21]=[CH:20][C:5]=1[O:6][C@@H:7]1[CH2:12][CH2:11][CH2:10][NH:9][CH2:8]1)[CH3:2]. The catalyst is C(Cl)Cl. (5) The reactants are [Br:1][C:2]1[N:10]=[C:5]2[CH:6]=[N:7][NH:8][CH:9]=[C:4]2[N:3]=1.C([O-])([O-])=O.[K+].[K+].[F:17][C:18]([F:37])([F:36])[C:19]1[CH:24]=[C:23]([C:25]([F:28])([F:27])[F:26])[CH:22]=[CH:21][C:20]=1[C:29]1[CH:33]=[C:32]([CH2:34]Cl)[O:31][N:30]=1.O. The catalyst is CN(C=O)C. The product is [F:37][C:18]([F:17])([F:36])[C:19]1[CH:24]=[C:23]([C:25]([F:28])([F:26])[F:27])[CH:22]=[CH:21][C:20]=1[C:29]1[CH:33]=[C:32]([CH2:34][N:7]2[CH:6]=[C:5]3[N:10]=[C:2]([Br:1])[N:3]=[C:4]3[CH:9]=[N:8]2)[O:31][N:30]=1. The yield is 0.700.